Dataset: Catalyst prediction with 721,799 reactions and 888 catalyst types from USPTO. Task: Predict which catalyst facilitates the given reaction. Product: [S:1]1[C:5]2[CH2:6][CH2:7][CH2:8][C:4]=2[N:3]=[C:2]1[C:9]1[C:13]([C:14]([NH:16][CH:17]2[CH2:18][CH2:19][O:20][CH2:21][CH2:22]2)=[O:15])=[CH:12][NH:11][N:10]=1. The catalyst class is: 4. Reactant: [S:1]1[C:5]2[CH2:6][CH2:7][CH2:8][C:4]=2[N:3]=[C:2]1[C:9]1[C:13]([C:14]([NH:16][CH:17]2[CH2:22][CH2:21][O:20][CH2:19][CH2:18]2)=[O:15])=[CH:12][N:11](COCC[Si](C)(C)C)[N:10]=1.FC(F)(F)C(O)=O.CO.[OH-].[NH4+].